This data is from Forward reaction prediction with 1.9M reactions from USPTO patents (1976-2016). The task is: Predict the product of the given reaction. (1) Given the reactants Cl[C:2]1[N:7]2[N:8]=[C:9]([CH3:11])[CH:10]=[C:6]2[N:5]=[C:4]([NH:12][C:13](=[O:24])[C:14]2[CH:19]=[CH:18][C:17]([C:20]([OH:23])([CH3:22])[CH3:21])=[CH:16][CH:15]=2)[CH:3]=1.[CH3:25][O:26][C:27]1[CH:28]=[C:29](B(O)O)[CH:30]=[CH:31][C:32]=1[O:33][CH3:34].O1CCOCC1, predict the reaction product. The product is: [CH3:25][O:26][C:27]1[CH:28]=[C:29]([C:2]2[N:7]3[N:8]=[C:9]([CH3:11])[CH:10]=[C:6]3[N:5]=[C:4]([NH:12][C:13](=[O:24])[C:14]3[CH:19]=[CH:18][C:17]([C:20]([OH:23])([CH3:22])[CH3:21])=[CH:16][CH:15]=3)[CH:3]=2)[CH:30]=[CH:31][C:32]=1[O:33][CH3:34]. (2) Given the reactants Br[C:2]1[C:3](=[O:32])[N:4]([CH2:24][CH2:25][C:26]2[CH:31]=[CH:30][CH:29]=[CH:28][CH:27]=2)[C:5]([C:9]2[CH:14]=[CH:13][CH:12]=[C:11]([F:15])[C:10]=2[O:16]CC2C=CC=CC=2)=[N:6][C:7]=1[CH3:8].[CH3:33][C:34]1[N:35]=[C:36]([Sn](CCCC)(CCCC)CCCC)[S:37][C:38]=1[CH3:39].C([Sn](CCCC)(CCCC)C1SC=CN=1)CCC.Br, predict the reaction product. The product is: [CH:26]1([CH2:25][CH2:24][N:4]2[C:3](=[O:32])[C:2]([C:36]3[S:37][C:38]([CH3:39])=[C:34]([CH3:33])[N:35]=3)=[C:7]([CH3:8])[N:6]=[C:5]2[C:9]2[CH:14]=[CH:13][CH:12]=[C:11]([F:15])[C:10]=2[OH:16])[CH2:27][CH2:28][CH2:29][CH2:30][CH2:31]1. (3) Given the reactants [NH:1]1[CH2:4][CH:3]([NH:5][C:6](=[O:37])[C:7]2[CH:12]=[C:11]([O:13][CH3:14])[C:10]([NH:15][C:16]3[N:17]=[CH:18][C:19]4[N:25]([CH3:26])[C:24](=[O:27])[C:23]([F:29])([F:28])[CH2:22][N:21]([CH:30]5[CH2:34][CH2:33][CH2:32][CH2:31]5)[C:20]=4[N:35]=3)=[CH:9][C:8]=2[F:36])[CH2:2]1.C(Cl)Cl.CO.[C:43]1(=O)[CH2:47][CH2:46][CH2:45][CH2:44]1, predict the reaction product. The product is: [CH:30]1([N:21]2[CH2:22][C:23]([F:28])([F:29])[C:24](=[O:27])[N:25]([CH3:26])[C:19]3[CH:18]=[N:17][C:16]([NH:15][C:10]4[C:11]([O:13][CH3:14])=[CH:12][C:7]([C:6]([NH:5][CH:3]5[CH2:2][N:1]([CH:43]6[CH2:47][CH2:46][CH2:45][CH2:44]6)[CH2:4]5)=[O:37])=[C:8]([F:36])[CH:9]=4)=[N:35][C:20]2=3)[CH2:34][CH2:33][CH2:32][CH2:31]1. (4) The product is: [NH:26]1[C:30]2[CH:31]=[C:32]([N:35]3[CH:39]([CH:40]([CH3:42])[CH3:41])[C:38]([CH3:43])=[C:37]([O:44][CH3:3])[C:36]3=[O:45])[CH:33]=[CH:34][C:29]=2[N:28]=[CH:27]1. Given the reactants [OH-].[K+].[CH3:3]C1C=CC(S(N(N=O)C)(=O)=O)=CC=1.C(O)CO.CCOCC.[NH:26]1[C:30]2[CH:31]=[C:32]([N:35]3[CH:39]([CH:40]([CH3:42])[CH3:41])[C:38]([CH3:43])=[C:37]([OH:44])[C:36]3=[O:45])[CH:33]=[CH:34][C:29]=2[N:28]=[CH:27]1, predict the reaction product. (5) The product is: [CH:14]1([C:12]2[NH:11][N:10]=[C:9]([NH:8][C:6]3[CH:5]=[CH:4][N:3]=[C:2]([NH:26][C:22]4[CH:21]=[C:20]5[C:25](=[CH:24][CH:23]=4)[NH:17][N:18]=[CH:19]5)[N:7]=3)[CH:13]=2)[CH2:16][CH2:15]1. Given the reactants Cl[C:2]1[N:7]=[C:6]([NH:8][C:9]2[CH:13]=[C:12]([CH:14]3[CH2:16][CH2:15]3)[NH:11][N:10]=2)[CH:5]=[CH:4][N:3]=1.[NH:17]1[C:25]2[C:20](=[CH:21][C:22]([NH2:26])=[CH:23][CH:24]=2)[CH:19]=[N:18]1, predict the reaction product. (6) Given the reactants C(NC(C)C)(C)C.[Li]CCCC.[CH2:13]([O:17][C:18]1[CH2:22][CH2:21][C:20](=[O:23])[CH:19]=1)[CH:14]([CH3:16])[CH3:15].[Cl:24][CH:25](I)[CH2:26][CH3:27], predict the reaction product. The product is: [Cl:24][CH2:25][CH2:26][CH2:27][CH:21]1[C:20](=[O:23])[CH:19]=[C:18]([O:17][CH2:13][CH:14]([CH3:16])[CH3:15])[CH2:22]1. (7) Given the reactants C([O-])(=O)C.[NH4+:5].[CH3:6][C:7]([CH3:44])([CH2:42][CH3:43])[CH2:8][C:9](=O)[CH2:10][NH:11][C:12](=O)[C:13]([NH:29][C:30](=[O:39])[O:31][CH2:32][C:33]1[CH:38]=[CH:37][CH:36]=[CH:35][CH:34]=1)([CH2:15][C:16]1[CH:21]=[CH:20][C:19]([C:22]2[CH:27]=[CH:26][C:25]([F:28])=[CH:24][N:23]=2)=[CH:18][CH:17]=1)[CH3:14].C(=O)(O)[O-].[Na+], predict the reaction product. The product is: [CH2:32]([O:31][C:30](=[O:39])[NH:29][C:13]([C:12]1[NH:11][CH:10]=[C:9]([CH2:8][C:7]([CH3:6])([CH3:44])[CH2:42][CH3:43])[N:5]=1)([CH3:14])[CH2:15][C:16]1[CH:21]=[CH:20][C:19]([C:22]2[CH:27]=[CH:26][C:25]([F:28])=[CH:24][N:23]=2)=[CH:18][CH:17]=1)[C:33]1[CH:34]=[CH:35][CH:36]=[CH:37][CH:38]=1.